From a dataset of Forward reaction prediction with 1.9M reactions from USPTO patents (1976-2016). Predict the product of the given reaction. Given the reactants [F:1][CH:2]([F:34])[O:3][C:4]1[C:12]2[C:11](=O)[N:10]([C:14]3[CH:19]=[CH:18][C:17]([CH2:20][C:21]([OH:23])=[O:22])=[CH:16][C:15]=3[F:24])[CH:9]([OH:25])[C:8]=2[C:7]([O:26][CH:27]([F:29])[F:28])=[C:6]2[CH:30]=[CH:31][CH:32]=[CH:33][C:5]=12.C([SiH](CC)CC)C, predict the reaction product. The product is: [F:34][CH:2]([F:1])[O:3][C:4]1[C:12]2[CH2:11][N:10]([C:14]3[CH:19]=[CH:18][C:17]([CH2:20][C:21]([OH:23])=[O:22])=[CH:16][C:15]=3[F:24])[C:9](=[O:25])[C:8]=2[C:7]([O:26][CH:27]([F:28])[F:29])=[C:6]2[CH:30]=[CH:31][CH:32]=[CH:33][C:5]=12.